This data is from Reaction yield outcomes from USPTO patents with 853,638 reactions. The task is: Predict the reaction yield, written as a fraction of the theoretical maximum amount of product (1.0 means a 100% yield; for example, 0.34 means a 34% yield). (1) The catalyst is O1CCCC1.C(OCC)(=O)C. The reactants are [H-].[Na+].[Cl:3][C:4]1[CH:9]=[C:8]([C:10]([F:13])([F:12])[F:11])[CH:7]=[C:6]([Cl:14])[C:5]=1[N:15]1[C:19]([N:20]([CH2:22][CH2:23][OH:24])[CH3:21])=[C:18]([S:25]([C:28]([F:31])([F:30])[F:29])(=[O:27])=[O:26])[C:17]([C:32]#[N:33])=[N:16]1.[F:34][C:35]([F:46])([F:45])[C:36]1[CH:44]=[CH:43][C:39]([C:40](Cl)=[O:41])=[CH:38][CH:37]=1.[Cl-].[NH4+]. The product is [Cl:14][C:6]1[CH:7]=[C:8]([C:10]([F:13])([F:12])[F:11])[CH:9]=[C:4]([Cl:3])[C:5]=1[N:15]1[C:19]([N:20]([CH3:21])[CH2:22][CH2:23][O:24][C:40](=[O:41])[C:39]2[CH:43]=[CH:44][C:36]([C:35]([F:34])([F:45])[F:46])=[CH:37][CH:38]=2)=[C:18]([S:25]([C:28]([F:31])([F:29])[F:30])(=[O:26])=[O:27])[C:17]([C:32]#[N:33])=[N:16]1. The yield is 0.610. (2) The reactants are [CH2:1]([O:8][C:9](=[O:19])[NH:10][C:11]1[CH:16]=[CH:15][C:14]([F:17])=[CH:13][C:12]=1[F:18])[C:2]1[CH:7]=[CH:6][CH:5]=[CH:4][CH:3]=1.[O:20]1CCC[CH2:21]1.C([Li])CCC.CN(C)C=O. The yield is 0.710. The catalyst is O. The product is [CH2:1]([O:8][C:9](=[O:19])[NH:10][C:11]1[CH:16]=[CH:15][C:14]([F:17])=[C:13]([CH:21]=[O:20])[C:12]=1[F:18])[C:2]1[CH:3]=[CH:4][CH:5]=[CH:6][CH:7]=1. (3) The reactants are C(Cl)Cl.[C:4]([C:8]1[CH:9]=[C:10]([OH:14])[CH:11]=[CH:12][CH:13]=1)([CH3:7])([CH3:6])[CH3:5].[N+:15]([C:18]1[CH:23]=[CH:22][C:21]([O:24][C:25](=O)[O:26]C2C=CC([N+]([O-])=O)=CC=2)=[CH:20][CH:19]=1)([O-:17])=[O:16]. The catalyst is CN(C1C=CN=CC=1)C.CCCCCC.C(OC(=O)C)C. The product is [C:25](=[O:26])([O:24][C:21]1[CH:20]=[CH:19][C:18]([N+:15]([O-:17])=[O:16])=[CH:23][CH:22]=1)[O:14][C:10]1[CH:11]=[CH:12][CH:13]=[C:8]([C:4]([CH3:7])([CH3:5])[CH3:6])[CH:9]=1. The yield is 0.900.